This data is from Full USPTO retrosynthesis dataset with 1.9M reactions from patents (1976-2016). The task is: Predict the reactants needed to synthesize the given product. (1) Given the product [CH2:36]([NH:35][C:34]([C@H:10]1[C@H:11]([CH2:13][N:14]([CH:31]([CH3:33])[CH3:32])[C:15](=[O:30])[C:16]2[CH:21]=[CH:20][C:19]([O:22][CH3:23])=[C:18]([O:24][CH2:25][CH2:26][CH2:27][O:28][CH3:29])[CH:17]=2)[CH2:12][NH:8][CH2:9]1)=[O:43])[C:37]1[CH:42]=[CH:41][CH:40]=[CH:39][CH:38]=1, predict the reactants needed to synthesize it. The reactants are: C(OC([N:8]1[CH2:12][C@@H:11]([CH2:13][N:14]([CH:31]([CH3:33])[CH3:32])[C:15](=[O:30])[C:16]2[CH:21]=[CH:20][C:19]([O:22][CH3:23])=[C:18]([O:24][CH2:25][CH2:26][CH2:27][O:28][CH3:29])[CH:17]=2)[C@H:10]([C:34](=[O:43])[NH:35][CH2:36][C:37]2[CH:42]=[CH:41][CH:40]=[CH:39][CH:38]=2)[CH2:9]1)=O)(C)(C)C.C(O)(C(F)(F)F)=O.C([O-])(O)=O.[Na+]. (2) Given the product [CH3:1][O:2][C:3]1[CH:8]=[CH:7][N:6]=[C:5]([C:9]2[CH:16]=[CH:15][C:12]([CH:13]=[CH:25][CH:26]=[O:27])=[CH:11][CH:10]=2)[N:4]=1, predict the reactants needed to synthesize it. The reactants are: [CH3:1][O:2][C:3]1[CH:8]=[CH:7][N:6]=[C:5]([C:9]2[CH:16]=[CH:15][C:12]([CH:13]=O)=[CH:11][CH:10]=2)[N:4]=1.N1(C2C=C[C:25]([CH:26]=[O:27])=CC=2)C=CC=N1. (3) Given the product [C:1]([Si:5]([CH3:42])([CH3:41])[O:6][CH:7]([C:17]1[C:18]([CH3:40])=[N:19][O:20][C:21]=1[C:22]1[CH:23]=[CH:24][C:25]([C:28]2[CH:33]=[CH:32][C:31]([C:34]3([C:37]([NH:49][S:46]([CH:43]4[CH2:45][CH2:44]4)(=[O:48])=[O:47])=[O:38])[CH2:36][CH2:35]3)=[CH:30][CH:29]=2)=[CH:26][CH:27]=1)[CH2:8][CH2:9][CH2:10][C:11]1[CH:16]=[CH:15][CH:14]=[CH:13][CH:12]=1)([CH3:2])([CH3:4])[CH3:3], predict the reactants needed to synthesize it. The reactants are: [C:1]([Si:5]([CH3:42])([CH3:41])[O:6][CH:7]([C:17]1[C:18]([CH3:40])=[N:19][O:20][C:21]=1[C:22]1[CH:27]=[CH:26][C:25]([C:28]2[CH:33]=[CH:32][C:31]([C:34]3([C:37](O)=[O:38])[CH2:36][CH2:35]3)=[CH:30][CH:29]=2)=[CH:24][CH:23]=1)[CH2:8][CH2:9][CH2:10][C:11]1[CH:16]=[CH:15][CH:14]=[CH:13][CH:12]=1)([CH3:4])([CH3:3])[CH3:2].[CH:43]1([S:46]([NH2:49])(=[O:48])=[O:47])[CH2:45][CH2:44]1. (4) The reactants are: [Br:1][C:2]1[C:14]2[C:13]3[CH2:12][CH2:11][N:10](C(OC(C)(C)C)=O)[CH2:9][C:8]=3[CH:7]=[N:6][C:5]=2[NH:4][N:3]=1.[F:22][C:23]([F:28])([F:27])[C:24]([OH:26])=[O:25].C1(C)C=CC=CC=1. Given the product [F:22][C:23]([F:28])([F:27])[C:24]([O-:26])=[O:25].[Br:1][C:2]1[C:14]2[C:13]3[CH2:12][CH2:11][NH2+:10][CH2:9][C:8]=3[CH:7]=[N:6][C:5]=2[NH:4][N:3]=1, predict the reactants needed to synthesize it. (5) Given the product [C:3]([C:7]1[CH:12]=[CH:11][CH:10]=[CH:9][C:8]=1[N:13]1[CH2:18][CH2:17][N:16]([C:27]([C:26]2[N:25]([C:19]3[CH:24]=[CH:23][CH:22]=[CH:21][CH:20]=3)[CH:32]=[CH:31][CH:30]=2)=[O:28])[CH2:15][CH2:14]1)([CH3:6])([CH3:4])[CH3:5], predict the reactants needed to synthesize it. The reactants are: Cl.Cl.[C:3]([C:7]1[CH:12]=[CH:11][CH:10]=[CH:9][C:8]=1[N:13]1[CH2:18][CH2:17][NH:16][CH2:15][CH2:14]1)([CH3:6])([CH3:5])[CH3:4].[C:19]1([N:25]2[CH2:32][CH2:31][CH2:30][C@H:26]2[C:27](O)=[O:28])[CH:24]=[CH:23][CH:22]=[CH:21][CH:20]=1.C(N(CC)CC)C.CCN=C=NCCCN(C)C.C1C=CC2N(O)N=NC=2C=1. (6) Given the product [NH2:32][C:2]1[CH:3]=[C:4]([C@:9]2([CH2:20][F:21])[CH2:14][C@@H:13]([C:15]([F:18])([F:17])[F:16])[O:12][C:11]([NH2:19])=[N:10]2)[C:5]([F:8])=[N:6][CH:7]=1, predict the reactants needed to synthesize it. The reactants are: Br[C:2]1[CH:3]=[C:4]([C@:9]2([CH2:20][F:21])[CH2:14][C@@H:13]([C:15]([F:18])([F:17])[F:16])[O:12][C:11]([NH2:19])=[N:10]2)[C:5]([F:8])=[N:6][CH:7]=1.C(=O)([O-])[O-].[K+].[K+].FC(F)(F)C([NH2:32])=O.CN[C@@H]1CCCC[C@H]1NC. (7) The reactants are: NCC1C=CC(NC2SC3CCCC4C=CC(F)=CC=4C=3N=2)=CC=1.[NH2:25][C:26]1[CH:40]=[CH:39][C:29]([CH2:30][NH:31][C:32](=[O:38])[O:33][C:34]([CH3:37])([CH3:36])[CH3:35])=[CH:28][CH:27]=1.[C:41]([N:49]=[C:50]=[S:51])(=[O:48])[C:42]1[CH:47]=[CH:46][CH:45]=[CH:44][CH:43]=1. Given the product [C:41]([NH:49][C:50]([NH:25][C:26]1[CH:40]=[CH:39][C:29]([CH2:30][NH:31][C:32](=[O:38])[O:33][C:34]([CH3:36])([CH3:37])[CH3:35])=[CH:28][CH:27]=1)=[S:51])(=[O:48])[C:42]1[CH:47]=[CH:46][CH:45]=[CH:44][CH:43]=1, predict the reactants needed to synthesize it.